From a dataset of Ames mutagenicity test results for genotoxicity prediction. Regression/Classification. Given a drug SMILES string, predict its toxicity properties. Task type varies by dataset: regression for continuous values (e.g., LD50, hERG inhibition percentage) or binary classification for toxic/non-toxic outcomes (e.g., AMES mutagenicity, cardiotoxicity, hepatotoxicity). Dataset: ames. (1) The compound is Nc1c(O)cccc1[N+](=O)[O-]. The result is 0 (non-mutagenic). (2) The molecule is COc1cccc(NC(=O)c2csc([N+](=O)[O-])c2)c1. The result is 1 (mutagenic). (3) The compound is C[C@]12C[C@H](O)[C@H]3[C@@H](CCC4=CC(=O)C=C[C@@]43C)[C@@H]1CC[C@]2(O)C(=O)CO. The result is 0 (non-mutagenic). (4) The molecule is CCCCCCOCC1CO1. The result is 1 (mutagenic). (5) The molecule is Oc1c2ccccc2cc2ccccc12. The result is 1 (mutagenic). (6) The compound is C[n+]1cccc2c1C=CC1OC21. The result is 1 (mutagenic). (7) The molecule is CC(C)CNC(=O)/C=C/c1ccc([N+](=O)[O-])o1. The result is 1 (mutagenic). (8) The molecule is O=C=Nc1cccc2c(N=C=O)cccc12. The result is 0 (non-mutagenic). (9) The compound is O=C1CCc2ccccc2O1. The result is 0 (non-mutagenic).